This data is from Full USPTO retrosynthesis dataset with 1.9M reactions from patents (1976-2016). The task is: Predict the reactants needed to synthesize the given product. (1) Given the product [ClH:2].[Cl:2][C:3]1[CH:8]=[CH:7][C:6]([C:9]2[S:10][C:11]([CH:14]([CH2:21][C:22]3[N:23]=[C:24]([CH2:27][CH2:28][CH2:29][C:30]4[CH:39]=[CH:38][C:37]5[CH2:36][CH2:35][CH2:34][NH:33][C:32]=5[N:31]=4)[S:25][CH:26]=3)[CH2:15][C:16]([OH:18])=[O:17])=[CH:12][N:13]=2)=[CH:5][CH:4]=1, predict the reactants needed to synthesize it. The reactants are: Cl.[Cl:2][C:3]1[CH:8]=[CH:7][C:6]([C:9]2[S:10][C:11]([CH:14]([CH2:21][C:22]3[N:23]=[C:24]([CH2:27][CH2:28][CH2:29][C:30]4[CH:39]=[CH:38][C:37]5[CH2:36][CH2:35][CH2:34][NH:33][C:32]=5[N:31]=4)[S:25][CH:26]=3)[CH2:15][C:16]([O:18]CC)=[O:17])=[CH:12][N:13]=2)=[CH:5][CH:4]=1.[Li+].[OH-].Cl. (2) Given the product [CH3:1][O:2][C:3]1[CH:8]=[CH:7][C:6]2[C:12](=[O:14])[C:11]3[C:10]([S:9][C:5]=2[CH:4]=1)=[CH:18][CH:17]=[CH:16][CH:15]=3, predict the reactants needed to synthesize it. The reactants are: [CH3:1][O:2][C:3]1[CH:4]=[C:5]([S:9][C:10]2[CH:18]=[CH:17][CH:16]=[CH:15][C:11]=2[C:12]([OH:14])=O)[CH:6]=[CH:7][CH:8]=1.C(OC(=O)C)(=O)C.CS(O)(=O)=O. (3) Given the product [C:33]([C:32]1[N:37]=[C:27]([CH:12]2[CH2:13][CH:14]([C:16]3[CH:21]=[CH:20][C:19]([O:22][C:23]([F:26])([F:25])[F:24])=[CH:18][CH:17]=3)[CH2:15][N:10]([C:8]([N:5]3[CH2:6][CH2:7][CH:2]([OH:1])[CH2:3][CH2:4]3)=[O:9])[CH2:11]2)[O:28][N:31]=1)([CH3:36])([CH3:35])[CH3:34], predict the reactants needed to synthesize it. The reactants are: [OH:1][CH:2]1[CH2:7][CH2:6][N:5]([C:8]([N:10]2[CH2:15][CH:14]([C:16]3[CH:21]=[CH:20][C:19]([O:22][C:23]([F:26])([F:25])[F:24])=[CH:18][CH:17]=3)[CH2:13][CH:12]([C:27](O)=[O:28])[CH2:11]2)=[O:9])[CH2:4][CH2:3]1.O[NH:31][C:32](=[NH:37])[C:33]([CH3:36])([CH3:35])[CH3:34]. (4) Given the product [CH3:41][C:42]1[C:46]([NH:47][C:12](=[O:13])[C:11]2[CH:15]=[C:7]([C:5]3[CH:4]=[N:3][N:2]([CH3:1])[CH:6]=3)[C:8]([C:24]([N:26]3[CH2:27][CH2:28][O:29][CH2:30][CH2:31]3)=[O:25])=[CH:9][C:10]=2[O:16][CH2:17][C:18]2[CH:19]=[CH:20][CH:21]=[CH:22][CH:23]=2)=[CH:45][O:44][N:43]=1, predict the reactants needed to synthesize it. The reactants are: [CH3:1][N:2]1[CH:6]=[C:5]([C:7]2[C:8]([C:24]([N:26]3[CH2:31][CH2:30][O:29][CH2:28][CH2:27]3)=[O:25])=[CH:9][C:10]([O:16][CH2:17][C:18]3[CH:23]=[CH:22][CH:21]=[CH:20][CH:19]=3)=[C:11]([CH:15]=2)[C:12](O)=[O:13])[CH:4]=[N:3]1.C(N(C(C)C)CC)(C)C.[CH3:41][C:42]1[C:46]([NH2:47])=[CH:45][O:44][N:43]=1.ON1C2N=CC=CC=2N=N1.C(Cl)CCl. (5) Given the product [Cl:1][C:2]1[CH:3]=[CH:4][C:5]2[N:6]([C:8]([C:11]([C:13]3[CH:21]=[CH:20][C:19]4[C:15](=[CH:16][N:17]([CH2:22][O:23][CH2:24][CH2:25][Si:26]([CH3:29])([CH3:28])[CH3:27])[N:18]=4)[CH:14]=3)([OH:12])[CH3:30])=[CH:9][N:10]=2)[N:7]=1, predict the reactants needed to synthesize it. The reactants are: [Cl:1][C:2]1[CH:3]=[CH:4][C:5]2[N:6]([C:8]([C:11]([C:13]3[CH:21]=[CH:20][C:19]4[C:15](=[CH:16][N:17]([CH2:22][O:23][CH2:24][CH2:25][Si:26]([CH3:29])([CH3:28])[CH3:27])[N:18]=4)[CH:14]=3)=[O:12])=[CH:9][N:10]=2)[N:7]=1.[CH3:30][Mg]Br.CCOC(C)=O. (6) Given the product [F:26][C:21]1[CH:22]=[CH:23][CH:24]=[CH:25][C:20]=1[CH2:19][N:12]1[C:13]2[C:18](=[CH:17][CH:16]=[CH:15][CH:14]=2)[C:10]([C:4]2[N:3]=[C:2]([NH:33][C:30]3[CH:31]=[CH:32][N:27]=[CH:28][CH:29]=3)[C:7]([C:8]#[N:9])=[CH:6][N:5]=2)=[N:11]1, predict the reactants needed to synthesize it. The reactants are: Cl[C:2]1[C:7]([C:8]#[N:9])=[CH:6][N:5]=[C:4]([C:10]2[C:18]3[C:13](=[CH:14][CH:15]=[CH:16][CH:17]=3)[N:12]([CH2:19][C:20]3[CH:25]=[CH:24][CH:23]=[CH:22][C:21]=3[F:26])[N:11]=2)[N:3]=1.[N:27]1[CH:32]=[CH:31][C:30]([NH2:33])=[CH:29][CH:28]=1.C(N(C(C)C)C(C)C)C. (7) Given the product [CH3:34][O:33][C:23]1[CH:22]=[C:21]([NH:20][C:15]2[N:16]=[C:17]([CH3:19])[CH:18]=[C:13]([O:9][C:4]3[CH:5]=[CH:6][CH:7]=[CH:8][C:3]=3[C:2]([F:10])([F:11])[F:1])[N:14]=2)[CH:26]=[CH:25][C:24]=1[N:27]1[CH:31]=[C:30]([CH3:32])[N:29]=[CH:28]1, predict the reactants needed to synthesize it. The reactants are: [F:1][C:2]([F:11])([F:10])[C:3]1[CH:8]=[CH:7][CH:6]=[CH:5][C:4]=1[OH:9].Cl[C:13]1[CH:18]=[C:17]([CH3:19])[N:16]=[C:15]([NH:20][C:21]2[CH:26]=[CH:25][C:24]([N:27]3[CH:31]=[C:30]([CH3:32])[N:29]=[CH:28]3)=[C:23]([O:33][CH3:34])[CH:22]=2)[N:14]=1.C1(O)C=CC=CC=1.[H-].[Na+].